The task is: Predict the reaction yield, written as a fraction of the theoretical maximum amount of product (1.0 means a 100% yield; for example, 0.34 means a 34% yield).. This data is from Reaction yield outcomes from USPTO patents with 853,638 reactions. (1) The reactants are [CH3:1][O:2][CH2:3][CH2:4][O:5][CH2:6][C:7]([C:10]1[CH:15]=[CH:14][C:13]([NH2:16])=[CH:12][CH:11]=1)([CH3:9])[CH3:8].[N+:17]([O-])([O-:19])=[O:18].[K+]. The catalyst is OS(O)(=O)=O. The product is [CH3:1][O:2][CH2:3][CH2:4][O:5][CH2:6][C:7]([C:10]1[CH:15]=[CH:14][C:13]([NH2:16])=[CH:12][C:11]=1[N+:17]([O-:19])=[O:18])([CH3:9])[CH3:8]. The yield is 0.710. (2) The reactants are [CH3:1][O:2][C:3]1[CH:8]=[CH:7][C:6]([C:9]2[N:13]([CH2:14][C:15]3[CH:23]=[CH:22][C:18]([C:19](O)=[O:20])=[CH:17][CH:16]=3)[N:12]=[CH:11][CH:10]=2)=[CH:5][C:4]=1[O:24][C@@H:25]1[CH2:29][CH2:28][O:27][CH2:26]1.Cl.CN(C)CCCN=C=NCC.[CH3:42][O:43][C:44]1[CH:49]=[CH:48][C:47]([S:50]([NH2:53])(=[O:52])=[O:51])=[CH:46][CH:45]=1.C([O-])(O)=O.[Na+]. The catalyst is CN(C)C1C=CN=CC=1.C(OCC)(=O)C.O.C(Cl)Cl. The product is [CH3:42][O:43][C:44]1[CH:45]=[CH:46][C:47]([S:50]([NH:53][C:19](=[O:20])[C:18]2[CH:17]=[CH:16][C:15]([CH2:14][N:13]3[C:9]([C:6]4[CH:7]=[CH:8][C:3]([O:2][CH3:1])=[C:4]([O:24][C@@H:25]5[CH2:29][CH2:28][O:27][CH2:26]5)[CH:5]=4)=[CH:10][CH:11]=[N:12]3)=[CH:23][CH:22]=2)(=[O:52])=[O:51])=[CH:48][CH:49]=1. The yield is 0.740. (3) The reactants are [C:1]([C:3]1[CH:8]=[CH:7][C:6]([N:9]([CH2:14][C:15]([F:18])([F:17])[F:16])[CH2:10][C:11]([NH2:13])=O)=[CH:5][C:4]=1[C:19]([F:22])([F:21])[F:20])#[N:2].C(Cl)(Cl)(Cl)Cl.C1(P(C2C=CC=CC=2)C2C=CC=CC=2)C=CC=CC=1. The catalyst is ClCCCl. The product is [C:11]([CH2:10][N:9]([CH2:14][C:15]([F:16])([F:18])[F:17])[C:6]1[CH:7]=[CH:8][C:3]([C:1]#[N:2])=[C:4]([C:19]([F:21])([F:22])[F:20])[CH:5]=1)#[N:13]. The yield is 0.550. (4) The reactants are [CH2:1]([OH:5])[CH2:2][CH:3]=[CH2:4].[S:6](Cl)([C:9]1[CH:15]=[CH:14][C:12]([CH3:13])=[CH:11][CH:10]=1)(=[O:8])=[O:7]. The catalyst is N1C=CC=CC=1. The product is [CH2:1]([OH:5])[CH2:2][CH:3]=[CH2:4].[CH3:13][C:12]1[CH:14]=[CH:15][C:9]([S:6]([O-:5])(=[O:8])=[O:7])=[CH:10][CH:11]=1. The yield is 0.760. (5) The reactants are [F:1][C:2]1[CH:3]=[CH:4][C:5]([O:27][CH3:28])=[C:6]([C:8]([CH3:26])([CH3:25])[CH2:9][C:10]([OH:24])([C:20]([F:23])([F:22])[F:21])[CH2:11][C:12]2[CH:13]=[C:14]([CH:17]=[CH:18][CH:19]=2)[C:15]#[N:16])[CH:7]=1.[OH-:29].[K+].OO.Cl. The catalyst is CCO.O. The product is [F:1][C:2]1[CH:3]=[CH:4][C:5]([O:27][CH3:28])=[C:6]([C:8]([CH3:26])([CH3:25])[CH2:9][C:10]([OH:24])([C:20]([F:23])([F:22])[F:21])[CH2:11][C:12]2[CH:13]=[C:14]([CH:17]=[CH:18][CH:19]=2)[C:15]([NH2:16])=[O:29])[CH:7]=1. The yield is 0.670. (6) The reactants are [NH2:1][C@@H:2]([C:5]([OH:7])=[O:6])[CH2:3][OH:4].[ClH:8].CO.N[C@H:12](C(O)=O)CO. No catalyst specified. The product is [ClH:8].[CH3:12][O:6][C:5](=[O:7])[C@H:2]([CH2:3][OH:4])[NH2:1]. The yield is 0.990. (7) The reactants are [C:1]([O:5][C:6]([NH:8][C:9]1[CH:17]=[CH:16][C:12]([C:13]([OH:15])=O)=[CH:11][CH:10]=1)=[O:7])([CH3:4])([CH3:3])[CH3:2].C1CN([P+](ON2N=NC3C=CC=CC2=3)(N2CCCC2)N2CCCC2)CC1.F[P-](F)(F)(F)(F)F.C1C=CC2N(O)N=NC=2C=1.CCN(CC)CC.[CH2:68]([NH2:75])[C:69]1[CH:74]=[CH:73][CH:72]=[CH:71][CH:70]=1. The product is [CH2:68]([NH:75][C:13]([C:12]1[CH:11]=[CH:10][C:9]([NH:8][C:6](=[O:7])[O:5][C:1]([CH3:2])([CH3:3])[CH3:4])=[CH:17][CH:16]=1)=[O:15])[C:69]1[CH:74]=[CH:73][CH:72]=[CH:71][CH:70]=1. The catalyst is C1COCC1. The yield is 0.800. (8) The reactants are Cl.[C:2]([C:4]1[CH:12]=[C:11]([NH:13][C:14]2[C:23]3[C:18](=[CH:19][CH:20]=[CH:21][C:22]=3[O:24][CH:25]3[CH2:30][CH2:29][N:28]([CH3:31])[CH2:27][CH2:26]3)[N:17]=[CH:16][N:15]=2)[CH:10]=[CH:9][C:5]=1[C:6]([OH:8])=O)#[CH:3].[NH:32]1[CH:41]2[CH:36]([CH2:37][CH2:38][CH2:39][CH2:40]2)[CH2:35][CH2:34][CH2:33]1. No catalyst specified. The product is [C:2]([C:4]1[CH:12]=[C:11]([CH:10]=[CH:9][C:5]=1[C:6]([N:32]1[CH:41]2[CH:36]([CH2:37][CH2:38][CH2:39][CH2:40]2)[CH2:35][CH2:34][CH2:33]1)=[O:8])[NH:13][C:14]1[C:23]2[C:18](=[CH:19][CH:20]=[CH:21][C:22]=2[O:24][CH:25]2[CH2:30][CH2:29][N:28]([CH3:31])[CH2:27][CH2:26]2)[N:17]=[CH:16][N:15]=1)#[CH:3]. The yield is 0.340.